This data is from Catalyst prediction with 721,799 reactions and 888 catalyst types from USPTO. The task is: Predict which catalyst facilitates the given reaction. (1) Reactant: C(OC([N:8]1[CH2:17][C:16]2[NH:15][C:14](=[O:18])[C:13]3[CH:19]=[CH:20][CH:21]=[CH:22][C:12]=3[C:11]=2[CH2:10][CH2:9]1)=O)(C)(C)C.Cl.C(OCC)(=O)C. Product: [CH2:10]1[CH2:9][NH:8][CH2:17][C:16]2[NH:15][C:14](=[O:18])[C:13]3[CH:19]=[CH:20][CH:21]=[CH:22][C:12]=3[C:11]1=2. The catalyst class is: 7. (2) Reactant: [F:1][C:2]1[CH:20]=[CH:19][CH:18]=[CH:17][C:3]=1[C:4]([NH:6][C:7]1[CH:12]=[CH:11][C:10]([N+:13]([O-])=O)=[CH:9][C:8]=1[CH3:16])=[O:5].C1CCCCC=1.C(O)C. Product: [NH2:13][C:10]1[CH:11]=[CH:12][C:7]([NH:6][C:4](=[O:5])[C:3]2[CH:17]=[CH:18][CH:19]=[CH:20][C:2]=2[F:1])=[C:8]([CH3:16])[CH:9]=1. The catalyst class is: 386.